This data is from Full USPTO retrosynthesis dataset with 1.9M reactions from patents (1976-2016). The task is: Predict the reactants needed to synthesize the given product. (1) Given the product [C:1]([C:3]1[CH:4]=[CH:5][C:6]([O:7][C:8]2[CH:17]=[C:16]3[C:11]([CH2:12][CH2:13][N:14]([C:43]([C:39]4[N:40]([CH3:42])[CH:41]=[C:37]([NH:36][C:34]([C:29]5[C:28]([C:25]6[CH:24]=[CH:23][C:22]([C:21]([F:47])([F:20])[F:46])=[CH:27][CH:26]=6)=[CH:33][CH:32]=[CH:31][CH:30]=5)=[O:35])[CH:38]=4)=[O:44])[CH2:15]3)=[CH:10][CH:9]=2)=[CH:18][CH:19]=1)#[N:2], predict the reactants needed to synthesize it. The reactants are: [C:1]([C:3]1[CH:19]=[CH:18][C:6]([O:7][C:8]2[CH:17]=[C:16]3[C:11]([CH2:12][CH2:13][NH:14][CH2:15]3)=[CH:10][CH:9]=2)=[CH:5][CH:4]=1)#[N:2].[F:20][C:21]([F:47])([F:46])[C:22]1[CH:27]=[CH:26][C:25]([C:28]2[C:29]([C:34]([NH:36][C:37]3[CH:38]=[C:39]([C:43](O)=[O:44])[N:40]([CH3:42])[CH:41]=3)=[O:35])=[CH:30][CH:31]=[CH:32][CH:33]=2)=[CH:24][CH:23]=1.CN(C(ON1N=NC2C=CC=CC1=2)=[N+](C)C)C.[B-](F)(F)(F)F.C(N(CC)CC)C. (2) Given the product [Cl:8][C:9]1[N:10]=[C:11]([N:18]2[CH2:23][CH2:22][CH2:21][C@@H:20]([N:24]([CH3:3])[C:25](=[O:31])[O:26][C:27]([CH3:28])([CH3:30])[CH3:29])[CH2:19]2)[C:12]2[CH2:17][CH2:16][CH2:15][C:13]=2[N:14]=1, predict the reactants needed to synthesize it. The reactants are: [H-].[Na+].[CH3:3]N(C)C=O.[Cl:8][C:9]1[N:10]=[C:11]([N:18]2[CH2:23][CH2:22][CH2:21][C@@H:20]([NH:24][C:25](=[O:31])[O:26][C:27]([CH3:30])([CH3:29])[CH3:28])[CH2:19]2)[C:12]2[CH2:17][CH2:16][CH2:15][C:13]=2[N:14]=1.CI. (3) Given the product [CH2:19]([O:18][CH2:17][CH:16]([O:15][CH2:14][N:7]1[CH:8]=[N:9][C:10]2[C:6]1=[N:5][CH:4]=[N:3][C:11]=2[NH2:12])[CH2:26][O:27][CH2:28][C:29]1[CH:34]=[CH:33][CH:32]=[CH:31][CH:30]=1)[C:20]1[CH:21]=[CH:22][CH:23]=[CH:24][CH:25]=1, predict the reactants needed to synthesize it. The reactants are: [H-].[Na+].[N:3]1[C:11]([NH2:12])=[C:10]2[C:6]([N:7]=[CH:8][NH:9]2)=[N:5][CH:4]=1.Cl[CH2:14][O:15][CH:16]([CH2:26][O:27][CH2:28][C:29]1[CH:34]=[CH:33][CH:32]=[CH:31][CH:30]=1)[CH2:17][O:18][CH2:19][C:20]1[CH:25]=[CH:24][CH:23]=[CH:22][CH:21]=1. (4) Given the product [ClH:90].[C:1]([N:4]1[C:13]2[C:8](=[CH:9][C:10]([C:68]3[CH:73]=[N:72][C:71]([N:74]4[CH2:75][CH2:76][NH:77][CH2:78][CH2:79]4)=[CH:70][N:69]=3)=[CH:11][CH:12]=2)[C@H:7]([NH:23][C:24](=[O:29])[O:25][CH:26]([CH3:27])[CH3:28])[CH2:6][C@@H:5]1[CH3:30])(=[O:3])[CH3:2], predict the reactants needed to synthesize it. The reactants are: [C:1]([N:4]1[C:13]2[C:8](=[CH:9][C:10](B3OC(C)(C)C(C)(C)O3)=[CH:11][CH:12]=2)[C@H:7]([NH:23][C:24](=[O:29])[O:25][CH:26]([CH3:28])[CH3:27])[CH2:6][C@@H:5]1[CH3:30])(=[O:3])[CH3:2].C(N1C2C(=CC(B3OC(C)(C)C(C)(C)O3)=CC=2)C(NC(=O)OC(C)C)CC1C)(=O)C.C(=O)([O-])[O-].[K+].[K+].I[C:68]1[N:69]=[CH:70][C:71]([N:74]2[CH2:79][CH2:78][N:77](C(OC(C)(C)C)=O)[CH2:76][CH2:75]2)=[N:72][CH:73]=1.C([Cl:90])(=O)C. (5) Given the product [C:1]([O:5][C:6]([NH:8][C@@H:9]1[C:13]2[CH:18]=[C:17]([CH:16]=[CH:15][N:14]=2)[N:19]2[C:23](=[CH:22][C:21]([C:31]([O:33][CH2:34][CH3:35])=[O:32])=[N:20]2)[NH:24][C:25](=[O:30])[CH:26]([CH3:29])[CH:27]=[CH:11][CH2:10]1)=[O:7])([CH3:3])([CH3:2])[CH3:4], predict the reactants needed to synthesize it. The reactants are: [C:1]([O:5][C:6]([NH:8][C@H:9]([C:13]1[CH:18]=[C:17]([N:19]2[C:23]([NH:24][C:25](=[O:30])[C@H:26]([CH3:29])[CH:27]=C)=[CH:22][C:21]([C:31]([O:33][CH2:34][CH3:35])=[O:32])=[N:20]2)[CH:16]=[CH:15][N:14]=1)[CH2:10][CH:11]=C)=[O:7])([CH3:4])([CH3:3])[CH3:2].CS(O)(=O)=O. (6) Given the product [F:17][C:6]1[C:7]([F:16])=[CH:8][C:9]2[C:10]3[N:11]([N:12]=[C:13]([CH3:15])[N:14]=3)[C:2]([N:22]3[CH2:23][CH2:24][N:19]([CH3:18])[CH2:20][CH2:21]3)=[N:3][C:4]=2[CH:5]=1, predict the reactants needed to synthesize it. The reactants are: Cl[C:2]1[N:11]2[N:12]=[C:13]([CH3:15])[N:14]=[C:10]2[C:9]2[CH:8]=[C:7]([F:16])[C:6]([F:17])=[CH:5][C:4]=2[N:3]=1.[CH3:18][N:19]1[CH2:24][CH2:23][NH:22][CH2:21][CH2:20]1.CCN(CC)CC.CN(C=O)C. (7) Given the product [C:18]([C:17]1[CH2:16][N:8]([C:6]([O:5][C:1]([CH3:2])([CH3:3])[CH3:4])=[O:7])[C:9]([CH3:10])([CH3:15])[C:11]=1[OH:13])#[N:19], predict the reactants needed to synthesize it. The reactants are: [C:1]([O:5][C:6]([N:8]([CH2:16][CH2:17][C:18]#[N:19])[C:9]([CH3:15])([C:11]([O:13]C)=O)[CH3:10])=[O:7])([CH3:4])([CH3:3])[CH3:2].[H-].[Na+].C(Cl)Cl.CCO. (8) Given the product [CH3:37][N:38]([CH3:42])[CH2:39][CH2:40][O:1][C:2]1[CH:7]=[CH:6][C:5]([NH:8][C:9](=[O:11])[CH3:10])=[CH:4][C:3]=1[C:12]1[N:13]([CH3:17])[N:14]=[CH:15][CH:16]=1, predict the reactants needed to synthesize it. The reactants are: [OH:1][C:2]1[CH:7]=[CH:6][C:5]([NH:8][C:9](=[O:11])[CH3:10])=[CH:4][C:3]=1[C:12]1[N:13]([CH3:17])[N:14]=[CH:15][CH:16]=1.C1(P(C2C=CC=CC=2)C2C=CC=CC=2)C=CC=CC=1.[CH3:37][N:38]([CH3:42])[CH2:39][CH2:40]O.N(C(OC(C)C)=O)=NC(OC(C)C)=O. (9) Given the product [F:9][C:5]1[N:4]=[C:3]([CH2:2][OH:11])[CH:8]=[CH:7][CH:6]=1, predict the reactants needed to synthesize it. The reactants are: Cl[CH2:2][C:3]1[CH:8]=[CH:7][CH:6]=[C:5]([F:9])[N:4]=1.C([O-])([O-])=[O:11].[K+].[K+].